This data is from Forward reaction prediction with 1.9M reactions from USPTO patents (1976-2016). The task is: Predict the product of the given reaction. (1) Given the reactants [C:1]([OH:14])(=[O:13])[CH2:2][CH2:3][CH2:4][CH2:5][CH2:6][CH2:7][CH2:8][CH2:9][CH2:10][CH2:11][CH3:12].[NH2:15][CH2:16][C:17](O)=[O:18], predict the reaction product. The product is: [NH2:15][CH2:16][C:17]([O:13][C:1](=[O:14])[CH2:2][CH2:3][CH2:4][CH2:5][CH2:6][CH2:7][CH2:8][CH2:9][CH2:10][CH2:11][CH3:12])=[O:18]. (2) Given the reactants [NH2:1][C:2]1[CH:7]=[CH:6][C:5]([N:8]2[C:12](=[O:13])[CH2:11][C:10]3([CH2:18][CH2:17][N:16]([C:19]([O:21][C:22]([CH3:25])([CH3:24])[CH3:23])=[O:20])[CH2:15][CH2:14]3)[CH2:9]2)=[CH:4][C:3]=1[F:26].[CH:27](OCC)(OCC)OCC.[N-:37]=[N+:38]=[N-:39].[Na+].O, predict the reaction product. The product is: [F:26][C:3]1[CH:4]=[C:5]([N:8]2[C:12](=[O:13])[CH2:11][C:10]3([CH2:18][CH2:17][N:16]([C:19]([O:21][C:22]([CH3:23])([CH3:25])[CH3:24])=[O:20])[CH2:15][CH2:14]3)[CH2:9]2)[CH:6]=[CH:7][C:2]=1[N:1]1[CH:27]=[N:39][N:38]=[N:37]1. (3) Given the reactants Br[C@@H:2]1[C@@H:8]2[CH2:9][C@@H:5]([C:6](=[O:10])O2)[CH2:4][CH2:3]1.[CH3:11][NH:12][CH3:13].[NH4+:14].[OH-:15].[C:16](O[C:16]([O:18][C:19]([CH3:22])([CH3:21])[CH3:20])=[O:17])([O:18][C:19]([CH3:22])([CH3:21])[CH3:20])=[O:17].[CH3:31][S:32](Cl)(=[O:34])=[O:33], predict the reaction product. The product is: [C:19]([O:18][C:16]([NH:14][C@@H:8]1[CH2:9][C@@H:5]([C:6](=[O:10])[N:12]([CH3:13])[CH3:11])[CH2:4][CH2:3][C@H:2]1[O:33][S:32]([CH3:31])(=[O:34])=[O:15])=[O:17])([CH3:22])([CH3:21])[CH3:20]. (4) The product is: [Cl:1][C:2]1[CH:3]=[C:4]2[C:8](=[CH:9][CH:10]=1)[N:7]([CH2:11][CH2:12][S:13]([CH3:16])(=[O:15])=[O:14])[C:6]([CH2:17][N:25]1[C:26]3=[CH:27][N:28]=[CH:29][CH:30]=[C:31]3[C:23]([S:20]([CH3:19])(=[O:21])=[O:22])=[N:24]1)=[CH:5]2. Given the reactants [Cl:1][C:2]1[CH:3]=[C:4]2[C:8](=[CH:9][CH:10]=1)[N:7]([CH2:11][CH2:12][S:13]([CH3:16])(=[O:15])=[O:14])[C:6]([CH2:17]O)=[CH:5]2.[CH3:19][S:20]([C:23]1[C:31]2[C:26](=[CH:27][N:28]=[CH:29][CH:30]=2)[NH:25][N:24]=1)(=[O:22])=[O:21].C1C=CC(P(C2C=CC=CC=2)C2C=CC=CC=2)=CC=1.CC(OC(/N=N/C(OC(C)C)=O)=O)C, predict the reaction product. (5) The product is: [OH:28][CH2:27][C@@H:25]([NH:24][C:21]([C:18]1[CH:17]=[N:16][C:15]([O:14][CH2:13][C:12]2[C:8]([C:5]3[CH:4]=[CH:3][C:2]([Cl:1])=[CH:7][CH:6]=3)=[N:9][O:10][CH:11]=2)=[CH:20][N:19]=1)=[O:23])[CH3:26]. Given the reactants [Cl:1][C:2]1[CH:7]=[CH:6][C:5]([C:8]2[C:12]([CH2:13][O:14][C:15]3[N:16]=[CH:17][C:18]([C:21]([OH:23])=O)=[N:19][CH:20]=3)=[CH:11][O:10][N:9]=2)=[CH:4][CH:3]=1.[NH2:24][C@@H:25]([CH2:27][OH:28])[CH3:26].O.ON1C2C=CC=CC=2N=N1.C(N(C(C)C)C(C)C)C.Cl.CN(C)CCCN=C=NCC, predict the reaction product. (6) Given the reactants CCN(C(C)C)C(C)C.[CH3:10][O:11][C:12]1[CH:17]=[CH:16][CH:15]=[CH:14][C:13]=1[C:18]1[NH:22][N:21]=[C:20]([C:23]([NH:25][CH2:26][C:27]([OH:29])=O)=[O:24])[CH:19]=1.C1(C2NN=C(C(NCC(O)=O)=O)C=2)C=CC=CC=1.COC1C=CC=CC=1C(=O)C.C1C=CC2N(O)N=NC=2C=1.CCN=C=NCCCN(C)C.Cl.Cl.Cl.[Cl:83][C:84]1[CH:89]=[CH:88][CH:87]=[CH:86][C:85]=1[NH:90][CH:91]1[CH2:96][CH2:95][NH:94][CH2:93][CH2:92]1, predict the reaction product. The product is: [Cl:83][C:84]1[CH:89]=[CH:88][CH:87]=[CH:86][C:85]=1[NH:90][CH:91]1[CH2:96][CH2:95][N:94]([C:27](=[O:29])[CH2:26][NH:25][C:23]([C:20]2[CH:19]=[C:18]([C:13]3[CH:14]=[CH:15][CH:16]=[CH:17][C:12]=3[O:11][CH3:10])[NH:22][N:21]=2)=[O:24])[CH2:93][CH2:92]1. (7) Given the reactants [F:1][C:2]([F:17])([F:16])[C:3]1[C:8]([C:9]([NH:11][CH2:12][CH2:13][CH:14]=O)=[O:10])=[CH:7][N:6]=[CH:5][CH:4]=1.Cl.[CH3:19][O:20][NH2:21].C([O-])(=O)C.[Na+], predict the reaction product. The product is: [CH3:19][O:20][N:21]=[CH:14][CH2:13][CH2:12][NH:11][C:9](=[O:10])[C:8]1[C:3]([C:2]([F:17])([F:16])[F:1])=[CH:4][CH:5]=[N:6][CH:7]=1. (8) Given the reactants Cl[C:2]1[N:9]=[CH:8][CH:7]=[CH:6][C:3]=1[C:4]#[N:5].[F:10][C:11]1[CH:19]=[CH:18][C:17]([OH:20])=[CH:16][C:12]=1[C:13]([OH:15])=[O:14].C(=O)([O-])[O-].[Cs+].[Cs+].CS(C)=O, predict the reaction product. The product is: [C:4]([C:3]1[C:2]([O:20][C:17]2[CH:18]=[CH:19][C:11]([F:10])=[C:12]([CH:16]=2)[C:13]([OH:15])=[O:14])=[N:9][CH:8]=[CH:7][CH:6]=1)#[N:5].